Dataset: Full USPTO retrosynthesis dataset with 1.9M reactions from patents (1976-2016). Task: Predict the reactants needed to synthesize the given product. (1) Given the product [CH:1]1([N:4]2[CH2:9][CH2:8][N:7]([C:10]3[O:11][C:12]4[CH:18]=[CH:17][C:16]([CH:19]=[O:31])=[CH:15][C:13]=4[N:14]=3)[CH2:6][CH2:5]2)[CH2:3][CH2:2]1, predict the reactants needed to synthesize it. The reactants are: [CH:1]1([N:4]2[CH2:9][CH2:8][N:7]([C:10]3[O:11][C:12]4[CH:18]=[CH:17][C:16]([C:19]#N)=[CH:15][C:13]=4[N:14]=3)[CH2:6][CH2:5]2)[CH2:3][CH2:2]1.CC(C[AlH]CC(C)C)C.C[OH:31].O. (2) Given the product [F:52][C:49]([F:50])([F:51])[CH2:48][NH:47][C:45]([NH:44][C:40]1[CH:39]=[C:38]([C:35]2[N:32]3[N:33]=[CH:34][C:29]([C:9]4[CH:10]=[N:11][N:12]([CH:14]5[CH2:15][CH2:16][N:17]([C:20]([O:22][C:23]([CH3:24])([CH3:25])[CH3:26])=[O:21])[CH2:18][CH2:19]5)[CH:13]=4)=[CH:30][C:31]3=[N:37][CH:36]=2)[CH:43]=[CH:42][CH:41]=1)=[O:46], predict the reactants needed to synthesize it. The reactants are: CC1(C)C(C)(C)OB([C:9]2[CH:10]=[N:11][N:12]([CH:14]3[CH2:19][CH2:18][N:17]([C:20]([O:22][C:23]([CH3:26])([CH3:25])[CH3:24])=[O:21])[CH2:16][CH2:15]3)[CH:13]=2)O1.Cl[C:29]1[CH:34]=[N:33][N:32]2[C:35]([C:38]3[CH:39]=[C:40]([NH:44][C:45]([NH:47][CH2:48][C:49]([F:52])([F:51])[F:50])=[O:46])[CH:41]=[CH:42][CH:43]=3)=[CH:36][N:37]=[C:31]2[CH:30]=1.C(=O)([O-])[O-].[Na+].[Na+]. (3) Given the product [Si:10]([O:17][CH:18]([CH2:22][S:23][S:24][C:25]([CH3:28])([CH3:27])[CH3:26])[C:19]([O:21][CH2:2][C:1]#[N:4])=[O:20])([C:13]([CH3:16])([CH3:15])[CH3:14])([CH3:12])[CH3:11], predict the reactants needed to synthesize it. The reactants are: [CH:1]([N:4](C(C)C)CC)(C)[CH3:2].[Si:10]([O:17][CH:18]([CH2:22][S:23][S:24][C:25]([CH3:28])([CH3:27])[CH3:26])[C:19]([OH:21])=[O:20])([C:13]([CH3:16])([CH3:15])[CH3:14])([CH3:12])[CH3:11].BrCC#N. (4) The reactants are: [CH3:1][C:2]1[C:7]([CH:8]2[CH2:13][CH:12](CS([O-])(=O)=O)[CH2:11][CH2:10][O:9]2)=[CH:6][CH:5]=[C:4]([CH3:19])[N:3]=1.C([O-])([O-])=O.[Cs+].[Cs+].[F:26][C:27]([F:36])([F:35])[C:28]1[CH:29]=[C:30]([SH:34])[CH:31]=[CH:32][CH:33]=1. Given the product [CH3:1][C:2]1[C:7]([CH:8]2[CH2:13][CH:12]([S:34][C:30]3[CH:31]=[CH:32][CH:33]=[C:28]([C:27]([F:26])([F:35])[F:36])[CH:29]=3)[CH2:11][CH2:10][O:9]2)=[CH:6][CH:5]=[C:4]([CH3:19])[N:3]=1, predict the reactants needed to synthesize it. (5) Given the product [Br:1][C:2]1[CH:12]=[CH:11][C:5]([CH:6]=[CH:7][C:8]([Cl:15])=[O:9])=[CH:4][CH:3]=1, predict the reactants needed to synthesize it. The reactants are: [Br:1][C:2]1[CH:12]=[CH:11][C:5]([CH:6]=[CH:7][C:8](O)=[O:9])=[CH:4][CH:3]=1.S(Cl)([Cl:15])=O.